From a dataset of Catalyst prediction with 721,799 reactions and 888 catalyst types from USPTO. Predict which catalyst facilitates the given reaction. (1) Reactant: N([O-])=O.[Na+].[Cl:5][C:6]1[S:10][N:9]=[C:8]([Cl:11])[C:7]=1[C:12](N)=[O:13].S(=O)(=O)(O)[OH:16]. Product: [Cl:5][C:6]1[S:10][N:9]=[C:8]([Cl:11])[C:7]=1[C:12]([OH:13])=[O:16]. The catalyst class is: 6. (2) Reactant: C([O:4][C:5](=[O:21])[CH2:6][CH2:7][CH2:8][CH2:9][CH:10]([S:17][C:18](=[O:20])[CH3:19])[CH2:11][CH2:12][S:13][C:14](=[O:16])[CH3:15])(=O)C.O. Product: [C:18]([S:17][CH:10]([CH2:11][CH2:12][S:13][C:14](=[O:16])[CH3:15])[CH2:9][CH2:8][CH2:7][CH2:6][C:5]([OH:21])=[O:4])(=[O:20])[CH3:19]. The catalyst class is: 41. (3) Reactant: Cl[C:2]1[N:7]=[C:6]([NH:8][C@@H:9]2[CH2:13][CH2:12][CH2:11][C@H:10]2[NH:14][S:15]([CH3:18])(=[O:17])=[O:16])[C:5]([Cl:19])=[CH:4][N:3]=1.[NH2:20][C:21]1[CH:34]=[CH:33][C:24]2[N:25]([CH2:31][CH3:32])[C:26](=[O:30])[CH2:27][CH2:28][CH2:29][C:23]=2[C:22]=1[O:35][CH3:36].C12(CS(O)(=O)=O)C(C)(C)C(CC1)CC2=O. Product: [Cl:19][C:5]1[C:6]([NH:8][C@@H:9]2[CH2:13][CH2:12][CH2:11][C@H:10]2[NH:14][S:15]([CH3:18])(=[O:17])=[O:16])=[N:7][C:2]([NH:20][C:21]2[CH:34]=[CH:33][C:24]3[N:25]([CH2:31][CH3:32])[C:26](=[O:30])[CH2:27][CH2:28][CH2:29][C:23]=3[C:22]=2[O:35][CH3:36])=[N:3][CH:4]=1. The catalyst class is: 32. (4) Reactant: [F:1][C:2]([F:35])([F:34])[C:3]1[CH:4]=[C:5]([C@H:13]([O:15][C@H:16]2[CH2:25][C@@H:24]([OH:26])[C:23]3[N:22]=[CH:21][CH:20]=[CH:19][C:18]=3[C@@H:17]2[C:27]2[CH:32]=[CH:31][C:30]([F:33])=[CH:29][CH:28]=2)[CH3:14])[CH:6]=[C:7]([C:9]([F:12])([F:11])[F:10])[CH:8]=1.[C:36](Cl)(=[O:38])[CH3:37]. Product: [C:36]([O:26][C@H:24]1[C:23]2[N:22]=[CH:21][CH:20]=[CH:19][C:18]=2[C@H:17]([C:27]2[CH:28]=[CH:29][C:30]([F:33])=[CH:31][CH:32]=2)[C@@H:16]([O:15][C@@H:13]([C:5]2[CH:6]=[C:7]([C:9]([F:10])([F:11])[F:12])[CH:8]=[C:3]([C:2]([F:1])([F:34])[F:35])[CH:4]=2)[CH3:14])[CH2:25]1)(=[O:38])[CH3:37]. The catalyst class is: 64. (5) Reactant: [Cl:1][C:2]1[N:7]=[C:6]([NH:8][C:9](=[O:11])[CH3:10])[CH:5]=[C:4](Cl)[N:3]=1.[C:13]([O:17][C:18]([N:20]1[CH2:25][CH2:24][CH:23]([NH2:26])[CH2:22][CH2:21]1)=[O:19])([CH3:16])([CH3:15])[CH3:14]. Product: [C:13]([O:17][C:18]([N:20]1[CH2:25][CH2:24][CH:23]([NH:26][C:4]2[CH:5]=[C:6]([NH:8][C:9](=[O:11])[CH3:10])[N:7]=[C:2]([Cl:1])[N:3]=2)[CH2:22][CH2:21]1)=[O:19])([CH3:16])([CH3:14])[CH3:15]. The catalyst class is: 3.